From a dataset of Forward reaction prediction with 1.9M reactions from USPTO patents (1976-2016). Predict the product of the given reaction. (1) Given the reactants [OH:1][C:2]1[CH:10]=[CH:9][CH:8]=[CH:7][C:3]=1[C:4]([OH:6])=O.F[P-](F)(F)(F)(F)F.C[N+](C)=C(N(C)C)ON1C2N=CC=CC=2N=N1.C(N(CC)C(C)C)(C)C.[N:44]1([CH2:50][CH:51]([N:54]2[CH:58]=[C:57]([C:59]3[C:60]4[CH:67]=[CH:66][N:65](COCC[Si](C)(C)C)[C:61]=4[N:62]=[CH:63][N:64]=3)[CH:56]=[N:55]2)[CH2:52][CH3:53])[CH2:49][CH2:48][NH:47][CH2:46][CH2:45]1, predict the reaction product. The product is: [N:62]1[C:61]2[NH:65][CH:66]=[CH:67][C:60]=2[C:59]([C:57]2[CH:56]=[N:55][N:54]([CH:51]([CH2:52][CH3:53])[CH2:50][N:44]3[CH2:49][CH2:48][N:47]([C:4]([C:3]4[CH:7]=[CH:8][CH:9]=[CH:10][C:2]=4[OH:1])=[O:6])[CH2:46][CH2:45]3)[CH:58]=2)=[N:64][CH:63]=1. (2) The product is: [C:36]([C:35]1[CH:38]=[CH:39][C:40]([N:41]2[C:5]([C:7]3[C:8]([CH3:30])=[C:9]([C:20]4[CH:25]=[CH:24][CH:23]=[C:22]([C:26]([F:28])([F:29])[F:27])[CH:21]=4)[C:10]4[N:11]([N:13]=[C:14]([NH:16][C:17](=[O:19])[CH3:18])[N:15]=4)[CH:12]=3)=[CH:4][CH:3]=[N:42]2)=[C:33]([F:32])[CH:34]=1)#[N:37]. Given the reactants CN(C)[CH:3]=[CH:4][C:5]([C:7]1[C:8]([CH3:30])=[C:9]([C:20]2[CH:25]=[CH:24][CH:23]=[C:22]([C:26]([F:29])([F:28])[F:27])[CH:21]=2)[C:10]2[N:11]([N:13]=[C:14]([NH:16][C:17](=[O:19])[CH3:18])[N:15]=2)[CH:12]=1)=O.[F:32][C:33]1[CH:34]=[C:35]([CH:38]=[CH:39][C:40]=1[NH:41][NH2:42])[C:36]#[N:37], predict the reaction product. (3) Given the reactants [C:1]([CH2:3][CH2:4][N:5]([CH2:23][CH2:24][C:25]#[N:26])[CH2:6][CH2:7][CH2:8][CH2:9][CH2:10][CH2:11][CH2:12][CH2:13][N:14]([CH2:19][CH2:20][C:21]#[N:22])[CH2:15][CH2:16][C:17]#[N:18])#[N:2].CCO.C1COCC1, predict the reaction product. The product is: [NH2:22][CH2:21][CH2:20][CH2:19][N:14]([CH2:15][CH2:16][CH2:17][NH2:18])[CH2:13][CH2:12][CH2:11][CH2:10][CH2:9][CH2:8][CH2:7][CH2:6][N:5]([CH2:23][CH2:24][CH2:25][NH2:26])[CH2:4][CH2:3][CH2:1][NH2:2]. (4) Given the reactants [CH:1]1[CH:2]=[C:3]([F:17])[C:4]([CH2:8][N:9]2[N:13]=[N:12]C(C(N)=O)=C2)=[C:5]([F:7])[CH:6]=1.FC1C=CC=C(F)C=1CCl.[N-]=[N+]=[N-].[Na+], predict the reaction product. The product is: [F:7][C:5]1[CH:6]=[CH:1][CH:2]=[C:3]([F:17])[C:4]=1[CH2:8][N:9]=[N+:13]=[N-:12]. (5) Given the reactants [F:1][C:2]1[CH:8]=[CH:7][C:5]([NH2:6])=[CH:4][CH:3]=1.[C:9]([C:14]([O:16][CH3:17])=[O:15])#[C:10][C:11]([O-:13])=[O:12].[CH3:18]O, predict the reaction product. The product is: [CH3:17][O:16][C:14](=[O:15])[C:9]([NH:6][C:5]1[CH:7]=[CH:8][C:2]([F:1])=[CH:3][CH:4]=1)=[CH:10][C:11]([O:13][CH3:18])=[O:12]. (6) The product is: [NH2:8][C:5]1[N:6]=[CH:7][C:2]([C:11]#[C:10][C:9]([O:13][CH3:14])=[O:12])=[N:3][CH:4]=1. Given the reactants I[C:2]1[N:3]=[CH:4][C:5]([NH2:8])=[N:6][CH:7]=1.[C:9]([O:13][CH3:14])(=[O:12])[C:10]#[CH:11].C(=O)([O-])[O-].[K+].[K+].C1COCC1, predict the reaction product. (7) Given the reactants [C:1]([C:3]1[CH:4]=[C:5]([CH:9]=[C:10]([O:12][C:13]([F:16])([F:15])[F:14])[CH:11]=1)[C:6](O)=[O:7])#[N:2].C(Cl)(=O)C([Cl:20])=O, predict the reaction product. The product is: [C:1]([C:3]1[CH:4]=[C:5]([CH:9]=[C:10]([O:12][C:13]([F:16])([F:15])[F:14])[CH:11]=1)[C:6]([Cl:20])=[O:7])#[N:2]. (8) The product is: [Cl:1][C:2]1[CH:10]=[CH:9][C:8]([C:11]2[N:12]([C:22]([O:24][C:25]([CH3:27])([CH3:26])[CH3:28])=[O:23])[C:13]3[C:18]([CH:19]=2)=[CH:17][C:16]([CH2:20][N:37]2[CH2:38][CH2:39][N:34]([CH2:33][CH2:32][O:31][CH3:30])[CH2:35][CH2:36]2)=[CH:15][CH:14]=3)=[C:7]2[C:3]=1[CH2:4][NH:5][C:6]2=[O:29]. Given the reactants [Cl:1][C:2]1[CH:10]=[CH:9][C:8]([C:11]2[N:12]([C:22]([O:24][C:25]([CH3:28])([CH3:27])[CH3:26])=[O:23])[C:13]3[C:18]([CH:19]=2)=[CH:17][C:16]([CH:20]=O)=[CH:15][CH:14]=3)=[C:7]2[C:3]=1[CH2:4][NH:5][C:6]2=[O:29].[CH3:30][O:31][CH2:32][CH2:33][N:34]1[CH2:39][CH2:38][NH:37][CH2:36][CH2:35]1.C(O[BH-](OC(=O)C)OC(=O)C)(=O)C.[Na+], predict the reaction product. (9) Given the reactants Cl.[CH3:2][NH:3][CH2:4][C:5]1[CH:13]=[CH:12][CH:11]=[C:10]2[C:6]=1[CH2:7][N:8]([CH:15]1[CH2:20][CH2:19][C:18](=[O:21])[NH:17][C:16]1=[O:22])[C:9]2=[O:14].[C:23]1([CH3:32])[CH:28]=[CH:27][CH:26]=[C:25]([N:29]=[C:30]=[O:31])[CH:24]=1.C(N(C(C)C)CC)(C)C, predict the reaction product. The product is: [O:22]=[C:16]1[CH:15]([N:8]2[CH2:7][C:6]3[C:10](=[CH:11][CH:12]=[CH:13][C:5]=3[CH2:4][N:3]([CH3:2])[C:30]([NH:29][C:25]3[CH:24]=[C:23]([CH3:32])[CH:28]=[CH:27][CH:26]=3)=[O:31])[C:9]2=[O:14])[CH2:20][CH2:19][C:18](=[O:21])[NH:17]1. (10) The product is: [C:9]1([CH2:7]/[CH:6]=[CH:5]/[CH2:4][OH:8])[CH:14]=[CH:13][CH:12]=[CH:11][CH:10]=1. Given the reactants C([Cu])#N.[CH2:4]1[O:8][CH:5]1[CH:6]=[CH2:7].[C:9]1([Mg]Br)[CH:14]=[CH:13][CH:12]=[CH:11][CH:10]=1, predict the reaction product.